This data is from Forward reaction prediction with 1.9M reactions from USPTO patents (1976-2016). The task is: Predict the product of the given reaction. (1) Given the reactants [O:1]=[CH:2][C@@H:3]([C@H:5]([C@@H:7]([C@@H:9]([CH2:11][OH:12])[OH:10])[OH:8])[OH:6])[OH:4].C1N(CCCS(O)(=O)=O)CCOC1.[CH2:26]([OH:30])[CH:27]([OH:29])[CH3:28].[CH3:31][C:32]([CH2:34][OH:35])=[O:33], predict the reaction product. The product is: [CH2:2]([OH:1])[CH:3]([OH:4])[CH3:5].[CH2:26]([OH:30])[CH:27]([OH:29])[CH3:28].[CH3:31][C:32]([CH2:34][OH:35])=[O:33].[O:1]=[CH:2][C@@H:3]([C@H:5]([C@@H:7]([C@@H:9]([CH2:11][OH:12])[OH:10])[OH:8])[OH:6])[OH:4]. (2) Given the reactants Br[C:2]1[CH:3]=[C:4]([CH2:8][C@@H:9]([NH:11]C(=O)OCC2C=CC=CC=2)[CH3:10])[CH:5]=[CH:6][CH:7]=1.C([O-])([O-])=O.[K+].[K+].[CH3:28][C:29]1[NH:30][CH:31]=[CH:32][N:33]=1, predict the reaction product. The product is: [CH3:28][C:29]1[N:30]([C:2]2[CH:3]=[C:4]([CH2:8][C@@H:9]([NH2:11])[CH3:10])[CH:5]=[CH:6][CH:7]=2)[CH:31]=[CH:32][N:33]=1. (3) Given the reactants [CH3:1][C:2]1[O:3][C:4]2[CH:10]=[C:9]([CH:11]=[C:12]3[S:16][C:15](=[S:17])[NH:14][C:13]3=[O:18])[CH:8]=[CH:7][C:5]=2[N:6]=1.[CH:19](N(C(C)C)CC)(C)C.IC, predict the reaction product. The product is: [CH3:1][C:2]1[O:3][C:4]2[CH:10]=[C:9]([CH:11]=[C:12]3[S:16][C:15]([S:17][CH3:19])=[N:14][C:13]3=[O:18])[CH:8]=[CH:7][C:5]=2[N:6]=1. (4) Given the reactants [Br:1][C:2]1[C:11]([O:12]C)=[CH:10][CH:9]=[C:8]2[C:3]=1[CH:4]=[CH:5][C:6]([CH3:14])=[N:7]2, predict the reaction product. The product is: [BrH:1].[Br:1][C:2]1[C:11]([OH:12])=[CH:10][CH:9]=[C:8]2[C:3]=1[CH:4]=[CH:5][C:6]([CH3:14])=[N:7]2. (5) Given the reactants [OH-].[Na+].[N+:3]([C:6]1[CH:14]=[CH:13][CH:12]=[C:11]2[C:7]=1[CH:8]=[N:9][NH:10]2)([O-:5])=[O:4].[Cl:15][O-].[Na+].Cl, predict the reaction product. The product is: [Cl:15][C:8]1[C:7]2[C:11](=[CH:12][CH:13]=[CH:14][C:6]=2[N+:3]([O-:5])=[O:4])[NH:10][N:9]=1. (6) Given the reactants [NH2:1][C:2]1[NH:7][C:6](=[O:8])[CH:5]=[C:4]([CH2:9][N:10]2[C:18]3[C:13](=[CH:14][C:15]([C:19]([NH:21][CH2:22][C@H:23]([NH:28][S:29]([C:32]4[C:41]5[C:36](=[CH:37][CH:38]=[CH:39][CH:40]=5)[CH:35]=[CH:34][CH:33]=4)(=[O:31])=[O:30])[C:24]([O:26]C)=[O:25])=[O:20])=[CH:16][CH:17]=3)[CH:12]=[N:11]2)[N:3]=1.C(N(CC)CC)C.O.ON1C2C=CC=CC=2N=N1.C1(N=C=NC2CCCCC2)CCCCC1, predict the reaction product. The product is: [NH2:1][C:2]1[NH:7][C:6](=[O:8])[CH:5]=[C:4]([CH2:9][N:10]2[C:18]3[C:13](=[CH:14][C:15]([C:19]([NH:21][CH2:22][C@H:23]([NH:28][S:29]([C:32]4[C:41]5[C:36](=[CH:37][CH:38]=[CH:39][CH:40]=5)[CH:35]=[CH:34][CH:33]=4)(=[O:30])=[O:31])[C:24]([OH:26])=[O:25])=[O:20])=[CH:16][CH:17]=3)[CH:12]=[N:11]2)[N:3]=1. (7) Given the reactants C([Li])CCC.[I-].C1([P+](C2C=CC=CC=2)(C2C=CC=CC=2)[CH2:14][CH2:15][C:16]([F:19])([F:18])[F:17])C=CC=CC=1.[CH2:32]([O:34][C:35]([CH:37]1[CH2:42][CH2:41][C:40](=O)[CH2:39][CH2:38]1)=[O:36])[CH3:33].[Cl-].[NH4+], predict the reaction product. The product is: [F:17][C:16]([F:19])([F:18])[CH2:15][CH:14]=[C:40]1[CH2:41][CH2:42][CH:37]([C:35]([O:34][CH2:32][CH3:33])=[O:36])[CH2:38][CH2:39]1. (8) Given the reactants C[O:2][C:3](=[O:36])[C:4]1[CH:9]=[C:8]([C:10]([F:13])([F:12])[F:11])[CH:7]=[C:6]([N:14]2[C:18]([CH3:19])=[CH:17][CH:16]=[C:15]2[C:20]2[CH:25]=[C:24]([F:26])[CH:23]=[CH:22][C:21]=2[O:27][CH2:28][C:29]2[CH:34]=[CH:33][C:32]([F:35])=[CH:31][CH:30]=2)[CH:5]=1.[OH-].[Na+].Cl, predict the reaction product. The product is: [F:26][C:24]1[CH:23]=[CH:22][C:21]([O:27][CH2:28][C:29]2[CH:30]=[CH:31][C:32]([F:35])=[CH:33][CH:34]=2)=[C:20]([C:15]2[N:14]([C:6]3[CH:5]=[C:4]([CH:9]=[C:8]([C:10]([F:11])([F:13])[F:12])[CH:7]=3)[C:3]([OH:36])=[O:2])[C:18]([CH3:19])=[CH:17][CH:16]=2)[CH:25]=1. (9) Given the reactants C(N(CCCC)CCCC)CCC.I[C:15]1[CH:24]=[CH:23][C:18]([C:19]([O:21][CH3:22])=[O:20])=[CH:17][C:16]=1[O:25][CH2:26][C:27]([C:34]1[CH:43]=[CH:42][C:41]2[C:40]([CH3:45])([CH3:44])[CH2:39][CH2:38][C:37]([CH3:47])([CH3:46])[C:36]=2[CH:35]=1)=[CH:28][CH2:29][CH2:30][CH2:31][CH2:32][CH3:33], predict the reaction product. The product is: [CH3:44][C:40]1([CH3:45])[CH2:39][CH2:38][C:37]([CH3:46])([CH3:47])[C:36]2[CH:35]=[C:34]([C:27]3([CH2:28][CH:29]=[CH:30][CH2:31][CH2:32][CH3:33])[C:15]4[CH:24]=[CH:23][C:18]([C:19]([O:21][CH3:22])=[O:20])=[CH:17][C:16]=4[O:25][CH2:26]3)[CH:43]=[CH:42][C:41]1=2.